This data is from Full USPTO retrosynthesis dataset with 1.9M reactions from patents (1976-2016). The task is: Predict the reactants needed to synthesize the given product. (1) Given the product [F:15][C:9]1[CH:10]=[C:11]([F:14])[CH:12]=[CH:13][C:8]=1[C:6]1[N:7]=[C:2]([NH:33][C:32]2[CH:34]=[CH:35][C:36]([O:37][CH3:38])=[C:30]([O:29][CH3:28])[CH:31]=2)[C:3]2[NH:18][N:17]=[CH:16][C:4]=2[N:5]=1, predict the reactants needed to synthesize it. The reactants are: Cl[C:2]1[C:3]2[C:4](=[CH:16][N:17](CC3C=CC(OC)=CC=3)[N:18]=2)[N:5]=[C:6]([C:8]2[CH:13]=[CH:12][C:11]([F:14])=[CH:10][C:9]=2[F:15])[N:7]=1.[CH3:28][O:29][C:30]1[CH:31]=[C:32]([CH:34]=[CH:35][C:36]=1[O:37][CH3:38])[NH2:33].Cl. (2) Given the product [NH2:16][C:2]1([C:17]#[N:18])[CH2:7][CH2:6][CH2:5][N:4]([C:8]([O:10][C:11]([CH3:14])([CH3:13])[CH3:12])=[O:9])[CH2:3]1, predict the reactants needed to synthesize it. The reactants are: O=[C:2]1[CH2:7][CH2:6][CH2:5][N:4]([C:8]([O:10][C:11]([CH3:14])([CH3:13])[CH3:12])=[O:9])[CH2:3]1.[Cl-].[NH4+:16].[C-:17]#[N:18].[K+]. (3) Given the product [F:26][C:25]([F:28])([F:27])[CH2:24][O:1][C:2]1[CH:3]=[CH:4][C:5]([C:8]([O:10][CH3:11])=[O:9])=[N:6][CH:7]=1, predict the reactants needed to synthesize it. The reactants are: [OH:1][C:2]1[CH:3]=[CH:4][C:5]([C:8]([O:10][CH3:11])=[O:9])=[N:6][CH:7]=1.C(=O)([O-])[O-].[Cs+].[Cs+].FC(F)(F)S(O[CH2:24][C:25]([F:28])([F:27])[F:26])(=O)=O. (4) Given the product [NH2:1][C:4]1[CH:5]=[CH:6][C:7]([N:10]([CH2:18][CH2:19][N:20]2[C:24]([NH:25][C:26]([C:39]3[CH:44]=[CH:43][CH:42]=[CH:41][CH:40]=3)([C:33]3[CH:34]=[CH:35][CH:36]=[CH:37][CH:38]=3)[C:27]3[CH:28]=[CH:29][CH:30]=[CH:31][CH:32]=3)=[CH:23][CH:22]=[N:21]2)[C:11](=[O:17])[O:12][C:13]([CH3:14])([CH3:15])[CH3:16])=[N:8][CH:9]=1, predict the reactants needed to synthesize it. The reactants are: [N+:1]([C:4]1[CH:5]=[CH:6][C:7]([N:10]([CH2:18][CH2:19][N:20]2[C:24]([NH:25][C:26]([C:39]3[CH:44]=[CH:43][CH:42]=[CH:41][CH:40]=3)([C:33]3[CH:38]=[CH:37][CH:36]=[CH:35][CH:34]=3)[C:27]3[CH:32]=[CH:31][CH:30]=[CH:29][CH:28]=3)=[CH:23][CH:22]=[N:21]2)[C:11](=[O:17])[O:12][C:13]([CH3:16])([CH3:15])[CH3:14])=[N:8][CH:9]=1)([O-])=O.[H][H]. (5) The reactants are: [CH:1]1([C:6]2[CH:14]=[CH:13][C:9]([C:10]([OH:12])=O)=[CH:8][CH:7]=2)[CH2:5][CH2:4][CH2:3][CH2:2]1.[CH3:15][N:16]([CH3:31])[CH2:17][CH2:18][N:19]([CH3:30])[C:20]1[S:21][C:22]2[CH:28]=[C:27]([NH2:29])[CH:26]=[CH:25][C:23]=2[N:24]=1. Given the product [CH:1]1([C:6]2[CH:7]=[CH:8][C:9]([C:10]([NH:29][C:27]3[CH:26]=[CH:25][C:23]4[N:24]=[C:20]([N:19]([CH2:18][CH2:17][N:16]([CH3:15])[CH3:31])[CH3:30])[S:21][C:22]=4[CH:28]=3)=[O:12])=[CH:13][CH:14]=2)[CH2:2][CH2:3][CH2:4][CH2:5]1, predict the reactants needed to synthesize it. (6) Given the product [CH2:10]1[C:9]2[CH:17]=[CH:18][CH:19]=[CH:20][C:8]=2[CH2:7][CH:6]2[CH2:16][N:11]1[CH2:12][CH2:13][C:14]2=[O:15], predict the reactants needed to synthesize it. The reactants are: C(OC([C:6]12[CH2:16][N:11]([CH2:12][CH2:13][C:14]1=[O:15])[CH2:10][C:9]1[CH:17]=[CH:18][CH:19]=[CH:20][C:8]=1[CH2:7]2)=O)C.